This data is from Forward reaction prediction with 1.9M reactions from USPTO patents (1976-2016). The task is: Predict the product of the given reaction. (1) Given the reactants [CH2:1]([NH2:4])[CH2:2][CH3:3].C(N(CC)CC)C.O1CCCC1.[C:17](Cl)(=[O:24])[C:18]1[CH:23]=[CH:22][CH:21]=[CH:20][CH:19]=1, predict the reaction product. The product is: [CH2:1]([NH:4][C:17](=[O:24])[C:18]1[CH:23]=[CH:22][CH:21]=[CH:20][CH:19]=1)[CH2:2][CH3:3]. (2) Given the reactants Br[C:2]1[N:7]=[CH:6][C:5]([CH2:8][OH:9])=[CH:4][CH:3]=1.Br[C:11]([F:18])([F:17])[C:12]([O:14][CH2:15][CH3:16])=[O:13].O, predict the reaction product. The product is: [F:17][C:11]([F:18])([C:2]1[CH:3]=[CH:4][C:5]([CH2:8][OH:9])=[CH:6][N:7]=1)[C:12]([O:14][CH2:15][CH3:16])=[O:13]. (3) Given the reactants Cl[C:2]1[N:7]=[CH:6][C:5]([N+:8]([O-:10])=[O:9])=[CH:4][N:3]=1.[NH:11]1[CH2:15][CH2:14][CH2:13][CH2:12]1, predict the reaction product. The product is: [N+:8]([C:5]1[CH:4]=[N:3][C:2]([N:11]2[CH2:15][CH2:14][CH2:13][CH2:12]2)=[N:7][CH:6]=1)([O-:10])=[O:9].